This data is from Forward reaction prediction with 1.9M reactions from USPTO patents (1976-2016). The task is: Predict the product of the given reaction. (1) Given the reactants C(C1N(C2C=CC(F)=CC=2)[C:11](=[O:20])[C:10]2C(=[CH:6][CH:7]=[CH:8][CH:9]=2)N=1)C.O1[CH:26]=[CH:25][C:24](=[O:27])[N:23]=[CH:22]1.FC1C=CC(N)=CC=1.Cl.[OH2:37], predict the reaction product. The product is: [C:24]([NH:23][C:22]1[CH:6]=[CH:7][CH:8]=[CH:9][C:10]=1[C:11]([OH:20])=[O:37])(=[O:27])[CH2:25][CH3:26]. (2) Given the reactants [F:1][C:2]1[CH:12]=[C:6]([C:7]([O:9][CH2:10][CH3:11])=[O:8])[C:5]([OH:13])=[CH:4][CH:3]=1.Cl[C:15]1[C:24]2[C:19](=[CH:20][C:21]([O:27][CH3:28])=[C:22]([O:25][CH3:26])[CH:23]=2)[N:18]=[CH:17][CH:16]=1, predict the reaction product. The product is: [CH3:26][O:25][C:22]1[CH:23]=[C:24]2[C:19](=[CH:20][C:21]=1[O:27][CH3:28])[N:18]=[CH:17][CH:16]=[C:15]2[O:13][C:5]1[CH:4]=[CH:3][C:2]([F:1])=[CH:12][C:6]=1[C:7]([O:9][CH2:10][CH3:11])=[O:8]. (3) Given the reactants Br[C:2]1[CH:7]=[CH:6][C:5]([O:8][CH2:9][CH2:10][C@@H:11]([CH3:18])[CH2:12][CH2:13][CH:14]=[C:15]([CH3:17])[CH3:16])=[CH:4][CH:3]=1.[B:19](OC)([O:22]C)[O:20]C.Cl, predict the reaction product. The product is: [CH3:18][C@@H:11]([CH2:12][CH2:13][CH:14]=[C:15]([CH3:17])[CH3:16])[CH2:10][CH2:9][O:8][C:5]1[CH:6]=[CH:7][C:2]([B:19]([OH:22])[OH:20])=[CH:3][CH:4]=1.